From a dataset of Reaction yield outcomes from USPTO patents with 853,638 reactions. Predict the reaction yield, written as a fraction of the theoretical maximum amount of product (1.0 means a 100% yield; for example, 0.34 means a 34% yield). (1) The reactants are Cl[C:2]1[CH:7]=[C:6]([Cl:8])[N:5]=[N:4][C:3]=1[C:9]([O:11][CH2:12][CH3:13])=[O:10].[NH2:14][C:15]1[N:20]=[C:19]([C:21]([OH:24])([CH3:23])[CH3:22])[CH:18]=[CH:17][CH:16]=1. The catalyst is C(#N)C. The product is [Cl:8][C:6]1[N:5]=[N:4][C:3]([C:9]([O:11][CH2:12][CH3:13])=[O:10])=[C:2]([NH:14][C:15]2[CH:16]=[CH:17][CH:18]=[C:19]([C:21]([OH:24])([CH3:22])[CH3:23])[N:20]=2)[CH:7]=1. The yield is 0.590. (2) The reactants are [NH2:1][C:2]1[C:3]([C:10]([NH2:12])=[O:11])=[N:4][C:5](Br)=[C:6]([F:8])[CH:7]=1.[Br:13][C:14]1[CH:15]=[C:16](B(O)O)[CH:17]=[CH:18][C:19]=1[F:20]. No catalyst specified. The product is [NH2:1][C:2]1[C:3]([C:10]([NH2:12])=[O:11])=[N:4][C:5]([C:16]2[CH:17]=[CH:18][C:19]([F:20])=[C:14]([Br:13])[CH:15]=2)=[C:6]([F:8])[CH:7]=1. The yield is 0.290. (3) The reactants are [Cl:1][C:2]1[CH:7]=[CH:6][C:5]([C:8]2(O)[C:13]3[CH:14]=[C:15]([C:17]4[CH:22]=[CH:21][N:20]=[CH:19][CH:18]=4)[S:16][C:12]=3[CH2:11][CH2:10][C:9]2([CH3:24])[CH3:23])=[CH:4][CH:3]=1.FC(F)(F)C(O)=O.C([SiH](CC)CC)C. The catalyst is ClCCCl. The product is [Cl:1][C:2]1[CH:7]=[CH:6][C:5]([CH:8]2[C:13]3[CH:14]=[C:15]([C:17]4[CH:18]=[CH:19][N:20]=[CH:21][CH:22]=4)[S:16][C:12]=3[CH2:11][CH2:10][C:9]2([CH3:24])[CH3:23])=[CH:4][CH:3]=1. The yield is 0.940. (4) The reactants are [C:1]([NH:5][C:6]1[CH:11]=[CH:10][C:9]([N+:12]([O-:14])=[O:13])=[CH:8][C:7]=1[C:15]#[C:16][Si](C)(C)C)([CH3:4])([CH3:3])[CH3:2].CCOC(C)=O. The catalyst is CN(C=O)C.[Cu]I. The product is [C:1]([N:5]1[C:6]2[C:7](=[CH:8][C:9]([N+:12]([O-:14])=[O:13])=[CH:10][CH:11]=2)[CH:15]=[CH:16]1)([CH3:4])([CH3:3])[CH3:2]. The yield is 0.930.